Dataset: Forward reaction prediction with 1.9M reactions from USPTO patents (1976-2016). Task: Predict the product of the given reaction. (1) The product is: [F:1][C:2]1[CH:3]=[CH:4][C:5]([C:8]2[C:12]([C:13]3[CH:14]=[CH:15][C:16](=[O:26])[N:17]([C:19]4[CH:24]=[CH:23][CH:22]=[CH:21][C:20]=4[CH3:25])[N:18]=3)=[C:11]3[NH:27][CH2:28][C:29]4([CH2:35][N:10]3[N:9]=2)[CH2:34][CH2:33][S:32][CH2:31][CH2:30]4)=[CH:6][CH:7]=1. Given the reactants [F:1][C:2]1[CH:7]=[CH:6][C:5]([C:8]2[C:12]([C:13]3[CH:14]=[CH:15][C:16](=[O:26])[N:17]([C:19]4[CH:24]=[CH:23][CH:22]=[CH:21][C:20]=4[CH3:25])[N:18]=3)=[C:11]([NH:27][CH2:28][C:29]3([CH2:35]O)[CH2:34][CH2:33][S:32][CH2:31][CH2:30]3)[NH:10][N:9]=2)=[CH:4][CH:3]=1.CCN(CC)CC.CS(Cl)(=O)=O, predict the reaction product. (2) Given the reactants [NH2:1][CH2:2][C:3]1([CH2:7][O:8][C:9]2[C:14]([O:15][CH3:16])=[C:13]([O:17][CH3:18])[CH:12]=[CH:11][C:10]=2[C:19]2[CH:27]=[CH:26][CH:25]=[C:24]3[C:20]=2[CH2:21][CH2:22][C:23]3=[O:28])[CH2:6][O:5][CH2:4]1.C(N(CC)CC)C.[C:36](Cl)(=[O:38])[CH3:37], predict the reaction product. The product is: [CH3:16][O:15][C:14]1[C:13]([O:17][CH3:18])=[CH:12][CH:11]=[C:10]([C:19]2[CH:27]=[CH:26][CH:25]=[C:24]3[C:20]=2[CH2:21][CH2:22][C:23]3=[O:28])[C:9]=1[O:8][CH2:7][C:3]1([CH2:2][NH:1][C:36](=[O:38])[CH3:37])[CH2:4][O:5][CH2:6]1. (3) Given the reactants [Br:1][C:2]1[CH:7]=[CH:6][N:5]=[C:4]([NH2:8])[CH:3]=1.[I:9]N1C(=O)CCC1=O, predict the reaction product. The product is: [Br:1][C:2]1[C:7]([I:9])=[CH:6][N:5]=[C:4]([NH2:8])[CH:3]=1. (4) Given the reactants [CH3:1][N:2]1[C:10]2[C:5](=[CH:6][CH:7]=[CH:8][CH:9]=2)[CH:4]=[CH:3]1.CC([O-])(C)C.[K+].[SiH:17]([CH2:22][CH3:23])([CH2:20][CH3:21])[CH2:18][CH3:19], predict the reaction product. The product is: [CH3:1][N:2]1[C:10]2[C:5](=[CH:6][CH:7]=[CH:8][CH:9]=2)[C:4]([Si:17]([CH2:22][CH3:23])([CH2:20][CH3:21])[CH2:18][CH3:19])=[CH:3]1. (5) The product is: [Cl:35][C:36]1[CH:41]=[CH:40][CH:39]=[C:38]([Cl:42])[C:37]=1[S:43]([NH:1][C@@H:2]1[CH2:3][CH2:4][C:5]2[C:10](=[C:9]([N:12]3[CH2:13][CH2:14][NH:15][CH2:16][CH2:17]3)[CH:8]=[CH:7][C:6]=2[CH3:25])[CH2:11]1)(=[O:45])=[O:44]. Given the reactants [NH2:1][C@H:2]1[CH2:11][C:10]2[C:9]([N:12]3[CH2:17][CH2:16][N:15](C(OC(C)(C)C)=O)[CH2:14][CH2:13]3)=[CH:8][CH:7]=[C:6]([CH3:25])[C:5]=2[CH2:4][CH2:3]1.CCN(C(C)C)C(C)C.[Cl:35][C:36]1[CH:41]=[CH:40][CH:39]=[C:38]([Cl:42])[C:37]=1[S:43](Cl)(=[O:45])=[O:44], predict the reaction product. (6) Given the reactants [Na+].[CH:2]([N:5]1[C:9]([C:10]2[CH:15]=[CH:14][N:13]=[C:12]([NH:16][C:17]3[CH:25]=[CH:24][C:20]([C:21]([O-])=[O:22])=[CH:19][CH:18]=3)[N:11]=2)=[CH:8][N:7]=[C:6]1[CH3:26])([CH3:4])[CH3:3].CN(C(ON1N=[N:42][C:37]2[CH:38]=[CH:39][CH:40]=[CH:41]C1=2)=[N+](C)C)C.F[P-](F)(F)(F)(F)F.Cl.[CH3:52][N:53](C=O)C, predict the reaction product. The product is: [NH2:53][CH2:52][CH:39]1[CH2:38][CH2:37][N:42]([C:21]([C:20]2[CH:24]=[CH:25][C:17]([NH:16][C:12]3[N:11]=[C:10]([C:9]4[N:5]([CH:2]([CH3:3])[CH3:4])[C:6]([CH3:26])=[N:7][CH:8]=4)[CH:15]=[CH:14][N:13]=3)=[CH:18][CH:19]=2)=[O:22])[CH2:41][CH2:40]1.